From a dataset of Full USPTO retrosynthesis dataset with 1.9M reactions from patents (1976-2016). Predict the reactants needed to synthesize the given product. (1) The reactants are: [CH:1]1([CH2:4][N:5]2[CH2:10][CH2:9][NH:8][CH2:7][CH2:6]2)[CH2:3][CH2:2]1.Cl[C:12]1[N:17]=[CH:16][C:15]([C:18]2[CH:25]=[CH:24][C:21]([C:22]#[N:23])=[CH:20][CH:19]=2)=[CH:14][CH:13]=1. Given the product [CH:1]1([CH2:4][N:5]2[CH2:10][CH2:9][N:8]([C:12]3[N:17]=[CH:16][C:15]([C:18]4[CH:25]=[CH:24][C:21]([C:22]#[N:23])=[CH:20][CH:19]=4)=[CH:14][CH:13]=3)[CH2:7][CH2:6]2)[CH2:3][CH2:2]1, predict the reactants needed to synthesize it. (2) Given the product [NH2:19][C:12]1[C:13]([O:17][CH3:18])=[CH:14][CH:15]=[CH:16][C:11]=1[CH:9]([C:3]1[C:4]([F:8])=[CH:5][CH:6]=[CH:7][C:2]=1[F:1])[OH:10], predict the reactants needed to synthesize it. The reactants are: [F:1][C:2]1[CH:7]=[CH:6][CH:5]=[C:4]([F:8])[C:3]=1[CH:9]([C:11]1[CH:16]=[CH:15][CH:14]=[C:13]([O:17][CH3:18])[C:12]=1[N+:19]([O-])=O)[OH:10].Cl.[Sn]. (3) Given the product [NH2:12][C:10]1[CH:9]=[CH:8][C:7]2[C:3]([CH2:1][CH3:2])=[C:4]([C:15]([O:17][CH2:18][CH3:19])=[O:16])[S:5][C:6]=2[CH:11]=1, predict the reactants needed to synthesize it. The reactants are: [C:1]([C:3]1[C:7]2[CH:8]=[CH:9][C:10]([N+:12]([O-])=O)=[CH:11][C:6]=2[S:5][C:4]=1[C:15]([O:17][CH2:18][CH3:19])=[O:16])#[CH:2].[H][H]. (4) Given the product [Br:1][C:2]1[CH:10]=[C:9]2[C:5]([CH2:6][C:7](=[O:11])[NH:8]2)=[CH:4][C:3]=1[S:13]([Cl:12])(=[O:15])=[O:14], predict the reactants needed to synthesize it. The reactants are: [Br:1][C:2]1[CH:10]=[C:9]2[C:5]([CH2:6][C:7](=[O:11])[NH:8]2)=[CH:4][CH:3]=1.[Cl:12][S:13](O)(=[O:15])=[O:14].